This data is from Full USPTO retrosynthesis dataset with 1.9M reactions from patents (1976-2016). The task is: Predict the reactants needed to synthesize the given product. (1) Given the product [N:1]1[C:10]2[C:5](=[CH:6][CH:7]=[C:8](/[CH:11]=[CH:22]/[CH:23]=[O:24])[CH:9]=2)[CH:4]=[CH:3][CH:2]=1, predict the reactants needed to synthesize it. The reactants are: [N:1]1[C:10]2[C:5](=[CH:6][CH:7]=[C:8]([CH:11]=O)[CH:9]=2)[CH:4]=[CH:3][CH:2]=1.N1C=CC=CC=1C1C=C[C:22]([CH:23]=[O:24])=CC=1. (2) Given the product [F:1][C:2]1[CH:3]=[C:4]2[C:5](=[CH:21][CH:22]=1)[N:6]=[C:7]([C:11]1[CH:16]=[CH:15][CH:14]=[CH:13][C:12]=1[OH:17])[N:32]([CH2:31][CH2:30][C:26]1[CH:27]=[CH:28][CH:29]=[C:24]([F:23])[CH:25]=1)[C:9]2=[O:10], predict the reactants needed to synthesize it. The reactants are: [F:1][C:2]1[CH:22]=[CH:21][C:5]2[N:6]=[C:7]([C:11]3[CH:16]=[CH:15][CH:14]=[CH:13][C:12]=3[O:17]C(=O)C)O[C:9](=[O:10])[C:4]=2[CH:3]=1.[F:23][C:24]1[CH:25]=[C:26]([CH2:30][CH2:31][NH2:32])[CH:27]=[CH:28][CH:29]=1.